Dataset: Forward reaction prediction with 1.9M reactions from USPTO patents (1976-2016). Task: Predict the product of the given reaction. (1) Given the reactants [CH2:1]([OH:12])[CH2:2][CH2:3][CH2:4][CH2:5][CH2:6][CH2:7][CH2:8][CH2:9][CH:10]=[CH2:11].N1C=CC=CC=1.[Br:19][C:20]([CH3:25])([CH3:24])[C:21](Br)=[O:22], predict the reaction product. The product is: [Br:19][C:20]([CH3:25])([CH3:24])[C:21]([O:12][CH2:1][CH2:2][CH2:3][CH2:4][CH2:5][CH2:6][CH2:7][CH2:8][CH2:9][CH:10]=[CH2:11])=[O:22]. (2) The product is: [C:26]([O:30][C:31]([N:33]1[CH2:38][CH2:37][CH:36]([NH:39][C:18]([C:15]2[C:11]3[N:12]=[CH:13][N:14]=[C:9]([C:6]4[CH:7]=[CH:8][C:3]([O:2][CH3:1])=[CH:4][C:5]=4[O:21][CH2:22][CH2:23][O:24][CH3:25])[C:10]=3[NH:17][CH:16]=2)=[O:19])[CH2:35][CH2:34]1)=[O:32])([CH3:29])([CH3:27])[CH3:28]. Given the reactants [CH3:1][O:2][C:3]1[CH:8]=[CH:7][C:6]([C:9]2[C:10]3[NH:17][CH:16]=[C:15]([C:18](O)=[O:19])[C:11]=3[N:12]=[CH:13][N:14]=2)=[C:5]([O:21][CH2:22][CH2:23][O:24][CH3:25])[CH:4]=1.[C:26]([O:30][C:31]([N:33]1[CH2:38][CH2:37][CH:36]([NH2:39])[CH2:35][CH2:34]1)=[O:32])([CH3:29])([CH3:28])[CH3:27], predict the reaction product. (3) Given the reactants [Br:1][C:2]1[CH:7]=[CH:6][C:5]([C:8](=[O:10])[CH3:9])=[CH:4][CH:3]=1.[Li+].C[Si]([N-][Si](C)(C)C)(C)C.[C:21](OCC)(=[O:27])[C:22]([O:24][CH2:25][CH3:26])=[O:23], predict the reaction product. The product is: [Br:1][C:2]1[CH:7]=[CH:6][C:5]([C:8](=[O:10])[CH2:9][C:21](=[O:27])[C:22]([O:24][CH2:25][CH3:26])=[O:23])=[CH:4][CH:3]=1. (4) Given the reactants [CH:1]1([C:7]2[CH:13]=[CH:12][C:10]([NH2:11])=[CH:9][C:8]=2[N+:14]([O-:16])=[O:15])[CH2:6][CH2:5][CH2:4][CH2:3][CH2:2]1.CCN(CC)CC.[C:24](OC(=O)C)(=[O:26])[CH3:25], predict the reaction product. The product is: [CH:1]1([C:7]2[CH:13]=[CH:12][C:10]([NH:11][C:24](=[O:26])[CH3:25])=[CH:9][C:8]=2[N+:14]([O-:16])=[O:15])[CH2:2][CH2:3][CH2:4][CH2:5][CH2:6]1. (5) The product is: [C:1]([O:4][CH2:5][C:6]1[C:7]([N:15]2[CH2:26][CH2:25][N:24]3[C:17](=[CH:18][C:19]4[CH2:20][C:21]([CH3:28])([CH3:27])[CH2:22][C:23]=43)[C:16]2=[O:29])=[N:8][CH:9]=[CH:10][C:11]=1[C:31]1[CH:32]=[C:33]([NH:39][C:40]2[CH:52]=[C:43]3[CH2:44][N:45]([CH2:48][CH2:49][O:50][CH3:51])[CH2:46][CH2:47][N:42]3[N:41]=2)[C:34](=[O:38])[N:35]([CH3:37])[CH:36]=1)(=[O:3])[CH3:2]. Given the reactants [C:1]([O:4][CH2:5][C:6]1[C:7]([N:15]2[CH2:26][CH2:25][N:24]3[C:17](=[CH:18][C:19]4[CH2:20][C:21]([CH3:28])([CH3:27])[CH2:22][C:23]=43)[C:16]2=[O:29])=[N:8][CH:9]=[CH:10][C:11]=1B(O)O)(=[O:3])[CH3:2].Br[C:31]1[CH:32]=[C:33]([NH:39][C:40]2[CH:52]=[C:43]3[CH2:44][N:45]([CH2:48][CH2:49][O:50][CH3:51])[CH2:46][CH2:47][N:42]3[N:41]=2)[C:34](=[O:38])[N:35]([CH3:37])[CH:36]=1.[O-]P([O-])([O-])=O.[K+].[K+].[K+].C([O-])(=O)C.[Na+], predict the reaction product. (6) Given the reactants [CH3:1][O:2][C:3]1[CH:24]=[CH:23][C:6]([CH2:7][O:8][C:9]2[C:18]3[C:13](=[C:14]([Cl:21])[C:15]([O:19][CH3:20])=[CH:16][CH:17]=3)[N:12]=[C:11](Cl)[CH:10]=2)=[CH:5][CH:4]=1.C([Sn](CCCC)(CCCC)[C:30]1[S:31][CH:32]=[C:33]([CH3:35])[N:34]=1)CCC.C(=O)([O-])[O-].[K+].[K+], predict the reaction product. The product is: [CH3:1][O:2][C:3]1[CH:24]=[CH:23][C:6]([CH2:7][O:8][C:9]2[C:18]3[C:13](=[C:14]([Cl:21])[C:15]([O:19][CH3:20])=[CH:16][CH:17]=3)[N:12]=[C:11]([C:30]3[S:31][CH:32]=[C:33]([CH3:35])[N:34]=3)[CH:10]=2)=[CH:5][CH:4]=1. (7) Given the reactants [NH2:1][C:2]1[CH:3]=[CH:4][C:5]([NH:18][CH2:19][CH:20]2[CH2:25][CH2:24][N:23]([C:26]3[CH:31]=[CH:30][N:29]=[CH:28][CH:27]=3)[CH2:22][CH2:21]2)=[C:6]([CH:17]=1)[C:7]([NH:9][C:10]1[CH:15]=[CH:14][C:13]([Cl:16])=[CH:12][N:11]=1)=[O:8].C(N(C(C)C)CC)(C)C.[CH3:41][S:42]([Cl:45])(=[O:44])=[O:43], predict the reaction product. The product is: [ClH:16].[ClH:45].[Cl:16][C:13]1[CH:14]=[CH:15][C:10]([NH:9][C:7](=[O:8])[C:6]2[CH:17]=[C:2]([NH:1][S:42]([CH3:41])(=[O:44])=[O:43])[CH:3]=[CH:4][C:5]=2[NH:18][CH2:19][CH:20]2[CH2:21][CH2:22][N:23]([C:26]3[CH:27]=[CH:28][N:29]=[CH:30][CH:31]=3)[CH2:24][CH2:25]2)=[N:11][CH:12]=1.